Dataset: Full USPTO retrosynthesis dataset with 1.9M reactions from patents (1976-2016). Task: Predict the reactants needed to synthesize the given product. (1) Given the product [CH3:25][O:24][C:22]1[CH:21]=[C:19]([NH:20][C:12]([C:9]2[C:5]3[N:6]=[CH:7][N:8]=[C:3]([S:2][CH3:1])[C:4]=3[S:11][CH:10]=2)=[O:14])[CH:18]=[C:17]([O:16][CH3:15])[CH:23]=1, predict the reactants needed to synthesize it. The reactants are: [CH3:1][S:2][C:3]1[C:4]2[S:11][CH:10]=[C:9]([C:12]([OH:14])=O)[C:5]=2[N:6]=[CH:7][N:8]=1.[CH3:15][O:16][C:17]1[CH:18]=[C:19]([CH:21]=[C:22]([O:24][CH3:25])[CH:23]=1)[NH2:20].C1C=CC2N(O)N=NC=2C=1.CCN=C=NCCCN(C)C. (2) The reactants are: [Cl:1][C:2]1[N:7]=[N:6][C:5]([NH2:8])=[CH:4][CH:3]=1.Br[CH2:10][C:11]([C:13]1[CH:18]=[CH:17][C:16]([CH3:19])=[C:15]([N+:20]([O-:22])=[O:21])[CH:14]=1)=O. Given the product [Cl:1][C:2]1[CH:3]=[CH:4][C:5]2=[N:8][C:11]([C:13]3[CH:18]=[CH:17][C:16]([CH3:19])=[C:15]([N+:20]([O-:22])=[O:21])[CH:14]=3)=[CH:10][N:6]2[N:7]=1, predict the reactants needed to synthesize it. (3) Given the product [Cl:1][C:2]1[C:7]2[CH2:8][C:9](=[O:10])[N:13]([CH2:14][C:15]3[CH:20]=[CH:19][C:18]([O:21][CH3:22])=[CH:17][CH:16]=3)[C:6]=2[N:5]=[CH:4][N:3]=1, predict the reactants needed to synthesize it. The reactants are: [Cl:1][C:2]1[C:7]([CH2:8][C:9](OC)=[O:10])=[C:6]([NH:13][CH2:14][C:15]2[CH:20]=[CH:19][C:18]([O:21][CH3:22])=[CH:17][CH:16]=2)[N:5]=[CH:4][N:3]=1.Cl.O.